From a dataset of Forward reaction prediction with 1.9M reactions from USPTO patents (1976-2016). Predict the product of the given reaction. (1) Given the reactants C([O:3][CH:4](OCC)[C:5]1[CH:12]=[CH:11][C:8]([CH:9]=[O:10])=[CH:7][CH:6]=1)C.[BH4-].[Na+], predict the reaction product. The product is: [OH:10][CH2:9][C:8]1[CH:11]=[CH:12][C:5]([CH:4]=[O:3])=[CH:6][CH:7]=1. (2) Given the reactants Br[C:2]1[CH:7]=[CH:6][C:5]([C:8]([F:11])([F:10])[F:9])=[CH:4][C:3]=1[O:12][CH3:13].[Li]CCCC.[CH3:19][O:20][C:21]1[CH:50]=[C:49]([C:51]([F:54])([F:53])[F:52])[CH:48]=[CH:47][C:22]=1[C:23]([C:25]1[N:26]([S:37]([C:40]2[CH:46]=[CH:45][C:43]([CH3:44])=[CH:42][CH:41]=2)(=[O:39])=[O:38])[CH:27]=[CH:28][C:29]=1[N:30]1[CH:34]=[CH:33][CH:32]=[C:31]1[CH:35]=[O:36])=[O:24], predict the reaction product. The product is: [OH:36][CH:35]([C:2]1[CH:7]=[CH:6][C:5]([C:8]([F:11])([F:10])[F:9])=[CH:4][C:3]=1[O:12][CH3:13])[C:31]1[N:30]([C:29]2[CH:28]=[CH:27][N:26]([S:37]([C:40]3[CH:46]=[CH:45][C:43]([CH3:44])=[CH:42][CH:41]=3)(=[O:39])=[O:38])[C:25]=2[C:23]([C:22]2[CH:47]=[CH:48][C:49]([C:51]([F:54])([F:53])[F:52])=[CH:50][C:21]=2[O:20][CH3:19])=[O:24])[CH:34]=[CH:33][CH:32]=1. (3) Given the reactants [Cl:1][C:2]1[N:7]=[CH:6][C:5]([C:8]2[O:9][CH2:10][CH:11]([C:13]([O:15][CH3:16])=[O:14])[N:12]=2)=[C:4]([NH:17][CH:18]([CH3:20])[CH3:19])[CH:3]=1.[CH2:21]1CCN2C(=NCCC2)CC1.BrC(Cl)(Cl)Cl, predict the reaction product. The product is: [Cl:1][C:2]1[N:7]=[CH:6][C:5]([C:8]2[O:9][CH:10]=[C:11]([C:13]([O:15][CH2:16][CH3:21])=[O:14])[N:12]=2)=[C:4]([NH:17][CH:18]([CH3:20])[CH3:19])[CH:3]=1. (4) Given the reactants Br[CH2:2][C:3]1[CH:8]=[CH:7][C:6]([Cl:9])=[C:5]([F:10])[CH:4]=1.[NH:11]1[CH:15]=[CH:14][CH:13]=[N:12]1.C([O-])([O-])=O.[K+].[K+], predict the reaction product. The product is: [Cl:9][C:6]1[CH:7]=[CH:8][C:3]([CH2:2][N:11]2[CH:15]=[CH:14][CH:13]=[N:12]2)=[CH:4][C:5]=1[F:10]. (5) Given the reactants [CH2:1]1[C:6]2[CH:7]=[C:8]([N:11]3[CH2:15][C@H:14]([CH2:16][NH:17][C:18](=[O:20])[CH3:19])[O:13][C:12]3=[O:21])[CH:9]=[CH:10][C:5]=2[CH2:4][CH2:3][S:2]1.[OH2:22], predict the reaction product. The product is: [O:22]=[S:2]1[CH2:3][CH2:4][C:5]2[CH:10]=[CH:9][C:8]([N:11]3[CH2:15][C@H:14]([CH2:16][NH:17][C:18](=[O:20])[CH3:19])[O:13][C:12]3=[O:21])=[CH:7][C:6]=2[CH2:1]1.